From a dataset of Forward reaction prediction with 1.9M reactions from USPTO patents (1976-2016). Predict the product of the given reaction. The product is: [F:10][C:8]1[CH:7]=[C:4]([CH:3]=[C:2]([NH:11][C:12]2[CH:13]=[N:14][CH:15]=[N:16][CH:17]=2)[CH:9]=1)[C:5]#[N:6]. Given the reactants Br[C:2]1[CH:3]=[C:4]([CH:7]=[C:8]([F:10])[CH:9]=1)[C:5]#[N:6].[NH2:11][C:12]1[CH:13]=[N:14][CH:15]=[N:16][CH:17]=1.C([O-])([O-])=O.[Cs+].[Cs+], predict the reaction product.